From a dataset of Reaction yield outcomes from USPTO patents with 853,638 reactions. Predict the reaction yield, written as a fraction of the theoretical maximum amount of product (1.0 means a 100% yield; for example, 0.34 means a 34% yield). The reactants are [NH2:1][C:2]1[CH:3]=[CH:4][C:5]([O:18][CH3:19])=[C:6]([NH:8][C:9]([NH:11][C:12]2[CH:17]=[N:16][CH:15]=[CH:14][N:13]=2)=[O:10])[CH:7]=1.[C:20]1(=[O:26])[O:25][C:23](=[O:24])[CH2:22][CH2:21]1. The catalyst is N1C=CC=CC=1. The product is [CH3:19][O:18][C:5]1[CH:4]=[CH:3][C:2]([NH:1][C:20](=[O:26])[CH2:21][CH2:22][C:23]([OH:25])=[O:24])=[CH:7][C:6]=1[NH:8][C:9]([NH:11][C:12]1[CH:17]=[N:16][CH:15]=[CH:14][N:13]=1)=[O:10]. The yield is 0.500.